This data is from Experimentally validated miRNA-target interactions with 360,000+ pairs, plus equal number of negative samples. The task is: Binary Classification. Given a miRNA mature sequence and a target amino acid sequence, predict their likelihood of interaction. (1) The miRNA is hsa-miR-5589-5p with sequence GGCUGGGUGCUCUUGUGCAGU. The protein sequence of the target gene is MLSRKKTKNEVSKPAEVQGKYVKKETSPLLRNLMPSFIRHGPTIPRRTDICLPDSSPNAFSTSGDVVSRNQSFLRTPIQRTPHEIMRRESNRLSAPSYLARSLADVPREYGSSQSFVTEVSFAVENGDSGSRYYYSDNFFDGQRKRPLGDRAHEDYRYYEYNHDLFQRMPQNQGRHASGIGRVAATSLGNLTNHGSEDLPLPPGWSVDWTMRGRKYYIDHNTNTTHWSHPLEREGLPPGWERVESSEFGTYYVDHTNKKAQYRHPCAPSVPRYDQPPPVTYQPQQTERNQSLLVPANPYH.... Result: 1 (interaction). (2) The miRNA is mmu-miR-471-3p with sequence UGAAAGGUGCCAUACUAUGUAU. The protein sequence of the target gene is MPRNQGFSEPEYSAEYSAEYSVSLPSDPDRGVGRTHEISVRNSGSCLCLPRFMRLTFVPESLENLYQTYFKRQRHETLLVLVVFAALFDCYVVVMCAVVFSSDKLASLAVAGIGLVLDIILFVLCKKGLLPDRVTRRVLPYVLWLLITAQIFSYLGLNFARAHAASDTVGWQVFFVFSFFITLPLSLSPIVIISVVSCVVHTLVLGVTVAQQQQEELKGMQLLREILANVFLYLCAIAVGIMSYYMADRKHRKAFLEARQSLEVKMNLEEQSQQQENLMLSILPKHVADEMLKDMKKDES.... Result: 0 (no interaction). (3) The miRNA is mmu-miR-465a-5p with sequence UAUUUAGAAUGGCACUGAUGUGA. The protein sequence of the target gene is MPVRTECPPPAGASTTSAASLIPPPPINTQQPGVATSLLYSGSKFRGHQKSKGNSYDVEVVLQHVDTGNSYLCGYLKIKGLTEEYPTLTTFFEGEIISKKHPFLTRKWDADEDVDRKHWGKFLAFYQYAKSFNSDDFDYEELKNGDYVFMRWKEQFLVPDHTIKDISGASFAGFYYICFQKSAASIEGYYYHRSSEWYQSLNLTHVPEHSAPIYEFR. Result: 1 (interaction). (4) The miRNA is hsa-miR-378c with sequence ACUGGACUUGGAGUCAGAAGAGUGG. The protein sequence of the target gene is MLFKQQVWLRQKLLVLGSLAVGSLLYLVARVGSLDRLQPICPVESRFGGAHNQAELPLRALQFKRGLLHEFRKGNSSKEQVHLHDLVQQLPKAIIIGVRKGGTRALLEMLNLHPAVVKASQEIHFFDNDENYAKGIEWYRKKMPFSYPQQITIEKSPAYFITEEVPERIYKMNSSIKLLIIVREPTTRAISDYTQVLEGKERKNKTYYKFEKLAIDPNTCEVNTKYKAVRTSIYTKHLERWLKYFPIEQFHIVDGDRLITEPLPELQLVEKFLNLPPRISQYNLYFNATRGFYCLRFNII.... Result: 0 (no interaction). (5) The miRNA is mmu-miR-3572-3p with sequence UACACUUGUCCUUCUUUCCCCAG. The protein sequence of the target gene is MAYIQLEPLNEGFLSRISGLLLCRWTCRHCCQKCYESSCCQSSEDEVEILGPFPAQTPPWLMASRSSDKDGDSVHTASEVPLTPRTNSPDGRRSSSDTSKSTYSLTRRISSLESRRPSSPLIDIKPIEFGVLSAKKEPIQPSVLRRTYNPDDYFRKFEPHLYSLDSNSDDVDSLTDEEILSKYQLGMLHFSTQYDLLHNHLTVRVIEARDLPPPISHDGSRQDMAHSNPYVKICLLPDQKNSKQTGVKRKTQKPVFEERYTFEIPFLEAQRRTLLLTVVDFDKFSRHCVIGKVSVPLCEV.... Result: 0 (no interaction). (6) The miRNA is mmu-miR-665-3p with sequence ACCAGGAGGCUGAGGUCCCU. The protein sequence of the target gene is MSGQQERAERQREELSASASPPSRFVLGLDVGSTVIRCHVYDQTARVRGSSAQKVENVYPQPGWVEIDPDSLWAQFVAVIKDAVKAAGVQMNQIVGLGISTQRATFITWNKKTGHHFHNFISWQDLRAAELVKSWNNSLIMKLLHGATRVLHFFSRSKVMLTVSRFNFSTQHATLRLTWILQNLSEVKRAVEEDNCCFGTIDTWLLYKLTKGSSYATDYSNASTTGFFDPYAMRWSRLITTMVSIPLSILPPVKDTSYNFGSVDEKIFGVPIPVVALVGDQQSAMFGECCFETGDVKLTM.... Result: 1 (interaction). (7) The miRNA is mmu-miR-873a-5p with sequence GCAGGAACUUGUGAGUCUCCU. The protein sequence of the target gene is MAENSGRAGKSSGSGAGKGAVSAEQVIAGFNRLRQEQRGLASKAAELEMELNEHSLVIDTLKEVDETRKCYRMVGGVLVERTVKEVLPALENNKEQIQKIIETLTQQLQAKGKELNEFREKHNIRLMGEDEKPAAKENSEGAGAKASSAGVLVS. Result: 0 (no interaction). (8) The miRNA is mmu-miR-351-5p with sequence UCCCUGAGGAGCCCUUUGAGCCUG. The protein sequence of the target gene is MKHYEVEIRDAKTREKLCFLDKVEPQATISEIKTLFTKTHPQWYPARQSLRLDPKGKSLKDEDVLQKLPVGTTATLYFRDLGAQISWVTVFLTEYAGPLFIYLLFYFRVPFIYGRKYDFTSSRHTVVHLACMCHSFHYIKRLLETLFVHRFSHGTMPLRNIFKNCTYYWGFAAWMAYYINHPLYTPPTYGVQQVKLALAVFVICQLGNFSIHMALRDLRPAGSKTRKIPYPTKNPFTWLFLLVSCPNYTYEVGSWIGFAILTQCVPVALFSLVGFTQMTIWAKGKHRSYLKEFRDYPPLR.... Result: 0 (no interaction). (9) The miRNA is hsa-miR-5089-5p with sequence GUGGGAUUUCUGAGUAGCAUC. The protein sequence of the target gene is MREKEQEREEQLMEDKKRKKEDKKKKEATQKVTEQKTKVPEVTKPSLSQPTAASPIGSSPSPPVNGGNNAKRVAVPNGQPPSAARYMPREVPPRFRCQQDHKVLLKRGQPPPPSCMLLGGGAGPPPCTAPGANPNNAQVTGALLQSESGTAPDSTLGGAAASNYANSTWGSGASSNNGTSPNPIHIWDKVIVDGSDMEEWPCIASKDTESSSENTTDNNSASNPGSEKSTLPGSTTSNKGKGSQCQSASSGNECNLGVWKSDPKAKSVQSSNSTTENNNGLGNWRNVSGQDRIGPGSGFS.... Result: 1 (interaction). (10) The miRNA is hsa-miR-4721 with sequence UGAGGGCUCCAGGUGACGGUGG. The protein sequence of the target gene is MNGFGRLEHFSGAVYEGQFKDNMFHGLGTYTFPNGAKYTGNFNENRVEGEGEYTDIQGLEWSGNFHFTAAPDLKLKLHM. Result: 0 (no interaction).